From a dataset of Drug-target binding data from BindingDB using Ki measurements. Regression. Given a target protein amino acid sequence and a drug SMILES string, predict the binding affinity score between them. We predict pKi (pKi = -log10(Ki in M); higher means stronger inhibition). Dataset: bindingdb_ki. (1) The small molecule is O=C(c1ccc(F)cc1)C1CCN(CCn2c(=O)[nH]c3ccccc3c2=O)CC1. The target protein sequence is AGDADGLLAGRGPGAGTPGTPGAAAALAGGVLLIGAVLAGNALVCASVAAERALQTPTNYFIVSLAAADLLLALLVLPLFVYSEVQGGVWLFSPGLCDALMAMDVMLCTASIFNLCAISVDRFVAVAVPLSYNRQGGGGRQLLLIGATWLLSAAVAAPVLCGLNDARGRDPAVCRLEDRDYVVYSSVCSFFLPCPLMLLLYWATFRGLRRWEAARRAKLHGRTPRRPSGPGPPPPDGSPDGTPGPPPPDGSPDGTSDGTPGPPPPDGSPDGTPGPPPPDGSPDDNPRPPPPDSSPGPPPPEVTPDDTPDATPRPLPPAADAAAPPPADPAEPPRQPRKRRRAKITGRERKAMRVLPVVVGAFLLCWTPFFVVHITRALCPACPVPPRLVSAVTWLGYVNSALNPLIYTVFNAEFRAVFRKA. The pKi is 6.7. (2) The compound is O=C([O-])c1ccccc1Nc1ccccc1C(=O)[O-]. The target protein (P9WFX4) has sequence MALSAEGSSGGSRGGSPKAEAASVPSWPQILGRLTDNRDLARGQAAWAMDQIMTGNARPAQIAAFAVAMTMKAPTADEVGELAGVMLSHAHPLPADTVPDDAVDVVGTGGDGVNTVNLSTMAAIVVAAAGVPVVKHGNRAASSLSGGADTLEALGVRIDLGPDLVARSLAEVGIGFCFAPRFHPSYRHAAAVRREIGVPTVFNLLGPLTNPARPRAGLIGCAFADLAEVMAGVFAARRSSVLVVHGDDGLDELTTTTTSTIWRVAAGSVDKLTFDPAGFGFARAQLDQLAGGDAQANAAAVRAVLGGARGPVRDAVVLNAAGAIVAHAGLSSRAEWLPAWEEGLRRASAAIDTGAAEQLLARWVRFGRQI. The pKi is 5.8.